This data is from Catalyst prediction with 721,799 reactions and 888 catalyst types from USPTO. The task is: Predict which catalyst facilitates the given reaction. (1) Reactant: CSC(N1CCC(CC)=N1)=NCC.Cl[C:15]1[CH:20]=[CH:19][CH:18]=[CH:17][C:16]=1[S:21]([NH2:24])(=[O:23])=[O:22]. Product: [C:16]1([S:21]([NH2:24])(=[O:23])=[O:22])[CH:17]=[CH:18][CH:19]=[CH:20][CH:15]=1. The catalyst class is: 10. (2) Reactant: [CH2:1]([O:3][C:4]([C:6]1[C:7]2[S:14][CH:13]=[C:12]([CH2:15][O:16][C:17]3[CH:22]=[CH:21][CH:20]=[C:19]([NH2:23])[CH:18]=3)[C:8]=2[CH:9]=[N:10][CH:11]=1)=[O:5])[CH3:2].C(N(C(C)C)CC)(C)C.[C:33](Cl)(=[O:40])[C:34]1[CH:39]=[CH:38][CH:37]=[CH:36][CH:35]=1. Product: [CH2:1]([O:3][C:4]([C:6]1[C:7]2[S:14][CH:13]=[C:12]([CH2:15][O:16][C:17]3[CH:22]=[CH:21][CH:20]=[C:19]([NH:23][C:33](=[O:40])[C:34]4[CH:39]=[CH:38][CH:37]=[CH:36][CH:35]=4)[CH:18]=3)[C:8]=2[CH:9]=[N:10][CH:11]=1)=[O:5])[CH3:2]. The catalyst class is: 1. (3) Reactant: C[O:2][C:3]([C:5]1[CH:6]=[C:7]2[N:13]=[C:12]([CH2:14][O:15][CH3:16])[S:11][C:8]2=[N:9][CH:10]=1)=[O:4].[OH-].[Na+].Cl. Product: [CH3:16][O:15][CH2:14][C:12]1[S:11][C:8]2[C:7]([N:13]=1)=[CH:6][C:5]([C:3]([OH:4])=[O:2])=[CH:10][N:9]=2. The catalyst class is: 8.